This data is from Peptide-MHC class II binding affinity with 134,281 pairs from IEDB. The task is: Regression. Given a peptide amino acid sequence and an MHC pseudo amino acid sequence, predict their binding affinity value. This is MHC class II binding data. (1) The peptide sequence is EAHACQANTDQRFVD. The MHC is DRB1_0101 with pseudo-sequence DRB1_0101. The binding affinity (normalized) is 0.153. (2) The peptide sequence is SWIRSCPDLKDCLTD. The MHC is DRB1_0101 with pseudo-sequence DRB1_0101. The binding affinity (normalized) is 0.119. (3) The binding affinity (normalized) is 0. The peptide sequence is AAAAYRAAAKAAA. The MHC is H-2-IAk with pseudo-sequence H-2-IAk. (4) The peptide sequence is CMTVQGGETMNSVIQ. The MHC is DRB1_0404 with pseudo-sequence DRB1_0404. The binding affinity (normalized) is 0.146. (5) The peptide sequence is LIRKKLMTSPKWVQM. The MHC is DRB1_0901 with pseudo-sequence DRB1_0901. The binding affinity (normalized) is 0.525. (6) The peptide sequence is EALIHQLKINPYVLS. The MHC is HLA-DPA10201-DPB11401 with pseudo-sequence HLA-DPA10201-DPB11401. The binding affinity (normalized) is 0.326. (7) The peptide sequence is PDPTKLILQLLKDFL. The MHC is HLA-DQA10501-DQB10201 with pseudo-sequence HLA-DQA10501-DQB10201. The binding affinity (normalized) is 0.143.